Dataset: Full USPTO retrosynthesis dataset with 1.9M reactions from patents (1976-2016). Task: Predict the reactants needed to synthesize the given product. Given the product [CH2:1]([O:8][C:9]1[CH:18]=[CH:17][CH:16]=[C:15]2[C:10]=1[CH2:11][CH2:12][CH2:13][CH:14]2[C:19]([N:34]([CH2:33][C:30]1[CH:29]=[CH:28][C:27]([N:22]2[CH:26]=[CH:25][N:24]=[CH:23]2)=[CH:32][CH:31]=1)[C:35]1[CH:36]=[CH:37][C:38]([CH:41]([CH3:43])[CH3:42])=[CH:39][CH:40]=1)=[O:20])[C:2]1[CH:3]=[CH:4][CH:5]=[CH:6][CH:7]=1, predict the reactants needed to synthesize it. The reactants are: [CH2:1]([O:8][C:9]1[CH:18]=[CH:17][CH:16]=[C:15]2[C:10]=1[CH2:11][CH2:12][CH2:13][CH:14]2[C:19](O)=[O:20])[C:2]1[CH:7]=[CH:6][CH:5]=[CH:4][CH:3]=1.[N:22]1([C:27]2[CH:32]=[CH:31][C:30]([CH2:33][NH:34][C:35]3[CH:40]=[CH:39][C:38]([CH:41]([CH3:43])[CH3:42])=[CH:37][CH:36]=3)=[CH:29][CH:28]=2)[CH:26]=[CH:25][N:24]=[CH:23]1.